This data is from Forward reaction prediction with 1.9M reactions from USPTO patents (1976-2016). The task is: Predict the product of the given reaction. (1) The product is: [N:12]1([CH2:18][CH2:19][O:20][C:21]2[CH:22]=[C:23]([CH2:24][C:1]#[N:4])[CH:28]=[CH:29][CH:30]=2)[CH2:13][CH2:14][O:15][CH2:16][CH2:17]1. Given the reactants [CH:1]([N-:4]C(C)C)(C)C.[Li+].C(#N)C.[N:12]1([CH2:18][CH2:19][O:20][C:21]2[CH:22]=[C:23]([CH:28]=[CH:29][CH:30]=2)[C:24](OC)=O)[CH2:17][CH2:16][O:15][CH2:14][CH2:13]1.O, predict the reaction product. (2) Given the reactants [CH3:1][N:2]([CH3:16])[C:3]1[S:4][C@H:5]2[O:11][C@H:10]([CH2:12][OH:13])[C@@H:9]([OH:14])[C@H:8]([OH:15])[C@H:6]2[N:7]=1.N1C=CN=C1.[CH3:22][C:23]([Si:26](Cl)([CH3:28])[CH3:27])([CH3:25])[CH3:24], predict the reaction product. The product is: [Si:26]([O:13][CH2:12][C@H:10]1[O:11][C@H:5]2[C@H:6]([N:7]=[C:3]([N:2]([CH3:16])[CH3:1])[S:4]2)[C@@H:8]([OH:15])[C@@H:9]1[OH:14])([C:23]([CH3:25])([CH3:24])[CH3:22])([CH3:28])[CH3:27]. (3) Given the reactants N[C:2]1[N:7]=[C:6]([O:8][CH2:9][C:10]2[CH:15]=[CH:14][N:13]=[C:12]([C:16]([NH:18][CH3:19])=[O:17])[CH:11]=2)[C:5]([C:20]#[N:21])=[C:4]([C:22]2[CH:27]=[CH:26][C:25]([F:28])=[CH:24][CH:23]=2)[C:3]=1[C:29]#[N:30].[ClH:31].N([O-])=O.[Na+], predict the reaction product. The product is: [Cl:31][C:2]1[N:7]=[C:6]([O:8][CH2:9][C:10]2[CH:15]=[CH:14][N:13]=[C:12]([C:16]([NH:18][CH3:19])=[O:17])[CH:11]=2)[C:5]([C:20]#[N:21])=[C:4]([C:22]2[CH:27]=[CH:26][C:25]([F:28])=[CH:24][CH:23]=2)[C:3]=1[C:29]#[N:30]. (4) Given the reactants Br[C:2]1[CH:7]=[CH:6][N:5]=[C:4]([C:8]([N:10]2[CH2:16][CH2:15][CH2:14][N:13]([CH:17]3[CH2:20][CH2:19][CH2:18]3)[CH2:12][CH2:11]2)=[O:9])[CH:3]=1.[C:21]([O-:24])([O-])=O.[Cs+].[Cs+], predict the reaction product. The product is: [CH:17]1([N:13]2[CH2:14][CH2:15][CH2:16][N:10]([C:8]([C:4]3[CH:3]=[C:2]([O:24][C:21]4[CH:6]=[CH:7][CH:2]=[CH:3][CH:4]=4)[CH:7]=[CH:6][N:5]=3)=[O:9])[CH2:11][CH2:12]2)[CH2:20][CH2:19][CH2:18]1. (5) Given the reactants Br[C:2]1[N:7]=[C:6]([CH2:8][N:9]2[CH2:14][CH2:13][P:12](=[O:16])([CH3:15])[CH2:11][CH2:10]2)[CH:5]=[CH:4][CH:3]=1.[NH2:17][C:18]1[S:19][C:20]([C:26]2[C:31]([F:32])=[CH:30][C:29]([C:33]([OH:36])([CH3:35])[CH3:34])=[CH:28][C:27]=2[F:37])=[CH:21][C:22]=1[C:23]([NH2:25])=[O:24], predict the reaction product. The product is: [F:37][C:27]1[CH:28]=[C:29]([C:33]([OH:36])([CH3:35])[CH3:34])[CH:30]=[C:31]([F:32])[C:26]=1[C:20]1[S:19][C:18]([NH:17][C:2]2[CH:3]=[CH:4][CH:5]=[C:6]([CH2:8][N:9]3[CH2:14][CH2:13][P:12]([CH3:15])(=[O:16])[CH2:11][CH2:10]3)[N:7]=2)=[C:22]([C:23]([NH2:25])=[O:24])[CH:21]=1.